Dataset: Reaction yield outcomes from USPTO patents with 853,638 reactions. Task: Predict the reaction yield, written as a fraction of the theoretical maximum amount of product (1.0 means a 100% yield; for example, 0.34 means a 34% yield). (1) The reactants are [NH2:1][C:2]1[C:10]2[C:5](=[N:6][CH:7]=[C:8]([Cl:25])[C:9]=2[N:11]2[CH2:16][CH2:15][CH2:14][C@@H:13]([NH:17][C:18](=[O:24])[O:19][C:20]([CH3:23])([CH3:22])[CH3:21])[CH2:12]2)[NH:4][CH:3]=1.[CH3:26][O:27][CH2:28][C:29](Cl)=[O:30].C(N(CC)CC)C.[Li+].[OH-]. The catalyst is CC#N.O.O.CN1C(=O)CCC1. The product is [Cl:25][C:8]1[C:9]([N:11]2[CH2:16][CH2:15][CH2:14][C@@H:13]([NH:17][C:18](=[O:24])[O:19][C:20]([CH3:21])([CH3:22])[CH3:23])[CH2:12]2)=[C:10]2[C:2]([NH:1][C:29](=[O:30])[CH2:28][O:27][CH3:26])=[CH:3][NH:4][C:5]2=[N:6][CH:7]=1. The yield is 0.770. (2) The product is [OH:36][CH2:35][C:29]1([NH:28][C:13]([C:12]2[C:6]3[C:7](=[N:8][CH:9]=[C:4]([CH:1]4[CH2:3][CH2:2]4)[N:5]=3)[N:10]([CH2:16][O:17][CH2:18][CH2:19][Si:20]([CH3:23])([CH3:22])[CH3:21])[CH:11]=2)=[O:15])[CH2:34][CH2:33][O:32][CH2:31][CH2:30]1. The catalyst is C(Cl)Cl.CN(C)C1C=CN=CC=1.O. The reactants are [CH:1]1([C:4]2[N:5]=[C:6]3[C:12]([C:13]([OH:15])=O)=[CH:11][N:10]([CH2:16][O:17][CH2:18][CH2:19][Si:20]([CH3:23])([CH3:22])[CH3:21])[C:7]3=[N:8][CH:9]=2)[CH2:3][CH2:2]1.C(Cl)CCl.[NH2:28][C:29]1([CH2:35][OH:36])[CH2:34][CH2:33][O:32][CH2:31][CH2:30]1. The yield is 0.570. (3) The product is [N:14]12[CH2:25][CH2:24][CH2:23][N:20]([CH2:21][CH2:22][NH:11][CH2:12][CH2:13]1)[CH2:19][CH2:18][NH:17][CH2:16][CH2:15]2. The reactants are C(OC([N:11]1[CH2:22][CH2:21][N:20]2[CH2:23][CH2:24][CH2:25][N:14]([CH2:15][CH2:16][N:17](C(OCC3C=CC=CC=3)=O)[CH2:18][CH2:19]2)[CH2:13][CH2:12]1)=O)C1C=CC=CC=1. The catalyst is C(O)C.[Pd]. The yield is 0.970.